Dataset: Full USPTO retrosynthesis dataset with 1.9M reactions from patents (1976-2016). Task: Predict the reactants needed to synthesize the given product. Given the product [CH2:1]([O:8][C:9]1[CH:10]=[CH:11][C:12]([S:15][C:16]2[CH:21]=[CH:20][C:19]([NH2:22])=[CH:18][C:17]=2[NH:25][C:26]2[C:27]3[CH:35]=[CH:34][C:33]([CH3:36])=[N:32][C:28]=3[N:29]=[CH:30][N:31]=2)=[CH:13][CH:14]=1)[C:2]1[CH:3]=[CH:4][CH:5]=[CH:6][CH:7]=1, predict the reactants needed to synthesize it. The reactants are: [CH2:1]([O:8][C:9]1[CH:14]=[CH:13][C:12]([S:15][C:16]2[CH:21]=[CH:20][C:19]([N+:22]([O-])=O)=[CH:18][C:17]=2[NH:25][C:26]2[C:27]3[CH:35]=[CH:34][C:33]([CH3:36])=[N:32][C:28]=3[N:29]=[CH:30][N:31]=2)=[CH:11][CH:10]=1)[C:2]1[CH:7]=[CH:6][CH:5]=[CH:4][CH:3]=1.[Cl-].[NH4+].O1CCCC1.O.